From a dataset of NCI-60 drug combinations with 297,098 pairs across 59 cell lines. Regression. Given two drug SMILES strings and cell line genomic features, predict the synergy score measuring deviation from expected non-interaction effect. (1) Drug 1: C1CN1P(=S)(N2CC2)N3CC3. Drug 2: COC1=NC(=NC2=C1N=CN2C3C(C(C(O3)CO)O)O)N. Cell line: ACHN. Synergy scores: CSS=15.4, Synergy_ZIP=-9.51, Synergy_Bliss=1.37, Synergy_Loewe=-17.6, Synergy_HSA=-2.21. (2) Drug 1: CC=C1C(=O)NC(C(=O)OC2CC(=O)NC(C(=O)NC(CSSCCC=C2)C(=O)N1)C(C)C)C(C)C. Drug 2: CCC1=C2CN3C(=CC4=C(C3=O)COC(=O)C4(CC)O)C2=NC5=C1C=C(C=C5)O. Cell line: HS 578T. Synergy scores: CSS=73.0, Synergy_ZIP=0.784, Synergy_Bliss=0.0451, Synergy_Loewe=-2.10, Synergy_HSA=0.422. (3) Synergy scores: CSS=50.1, Synergy_ZIP=-0.172, Synergy_Bliss=2.22, Synergy_Loewe=-0.916, Synergy_HSA=5.05. Drug 1: CC(C1=C(C=CC(=C1Cl)F)Cl)OC2=C(N=CC(=C2)C3=CN(N=C3)C4CCNCC4)N. Drug 2: C1=CC(=CC=C1CCC2=CNC3=C2C(=O)NC(=N3)N)C(=O)NC(CCC(=O)O)C(=O)O. Cell line: A549. (4) Drug 1: COC1=CC(=CC(=C1O)OC)C2C3C(COC3=O)C(C4=CC5=C(C=C24)OCO5)OC6C(C(C7C(O6)COC(O7)C8=CC=CS8)O)O. Drug 2: CC1C(C(CC(O1)OC2CC(CC3=C2C(=C4C(=C3O)C(=O)C5=CC=CC=C5C4=O)O)(C(=O)C)O)N)O. Cell line: MCF7. Synergy scores: CSS=47.3, Synergy_ZIP=-2.97, Synergy_Bliss=-3.33, Synergy_Loewe=2.73, Synergy_HSA=3.80. (5) Drug 1: CC(C)(C#N)C1=CC(=CC(=C1)CN2C=NC=N2)C(C)(C)C#N. Synergy scores: CSS=48.6, Synergy_ZIP=5.03, Synergy_Bliss=9.42, Synergy_Loewe=6.12, Synergy_HSA=6.51. Cell line: HL-60(TB). Drug 2: C1=NC2=C(N=C(N=C2N1C3C(C(C(O3)CO)O)F)Cl)N. (6) Drug 1: C1=NC2=C(N=C(N=C2N1C3C(C(C(O3)CO)O)O)F)N. Drug 2: CC(C)CN1C=NC2=C1C3=CC=CC=C3N=C2N. Cell line: DU-145. Synergy scores: CSS=22.3, Synergy_ZIP=7.82, Synergy_Bliss=4.90, Synergy_Loewe=8.43, Synergy_HSA=4.83. (7) Drug 1: CCCS(=O)(=O)NC1=C(C(=C(C=C1)F)C(=O)C2=CNC3=C2C=C(C=N3)C4=CC=C(C=C4)Cl)F. Drug 2: C1CC(=O)NC(=O)C1N2C(=O)C3=CC=CC=C3C2=O. Cell line: HCT116. Synergy scores: CSS=1.72, Synergy_ZIP=7.46, Synergy_Bliss=8.17, Synergy_Loewe=7.55, Synergy_HSA=5.86. (8) Drug 1: CC1CCC2CC(C(=CC=CC=CC(CC(C(=O)C(C(C(=CC(C(=O)CC(OC(=O)C3CCCCN3C(=O)C(=O)C1(O2)O)C(C)CC4CCC(C(C4)OC)O)C)C)O)OC)C)C)C)OC. Drug 2: C1=CC=C(C(=C1)C(C2=CC=C(C=C2)Cl)C(Cl)Cl)Cl. Cell line: SF-268. Synergy scores: CSS=3.01, Synergy_ZIP=-0.512, Synergy_Bliss=0.333, Synergy_Loewe=1.91, Synergy_HSA=-0.211. (9) Drug 1: CC(C)CN1C=NC2=C1C3=CC=CC=C3N=C2N. Drug 2: C(CCl)NC(=O)N(CCCl)N=O. Cell line: MCF7. Synergy scores: CSS=-1.59, Synergy_ZIP=1.17, Synergy_Bliss=1.54, Synergy_Loewe=-1.54, Synergy_HSA=-1.55. (10) Drug 1: C1CCN(CC1)CCOC2=CC=C(C=C2)C(=O)C3=C(SC4=C3C=CC(=C4)O)C5=CC=C(C=C5)O. Drug 2: C1=CC(=CC=C1CCCC(=O)O)N(CCCl)CCCl. Cell line: OVCAR-5. Synergy scores: CSS=12.6, Synergy_ZIP=-5.09, Synergy_Bliss=-0.362, Synergy_Loewe=-4.12, Synergy_HSA=-2.96.